From a dataset of Forward reaction prediction with 1.9M reactions from USPTO patents (1976-2016). Predict the product of the given reaction. (1) Given the reactants Cl.Cl.[NH2:3][C:4]1[CH:9]=[CH:8][C:7]([NH:10][C:11](=[O:27])[CH2:12][N:13]2[CH2:18][CH2:17][CH:16]([CH2:19][C:20]3[CH:25]=[CH:24][C:23]([F:26])=[CH:22][CH:21]=3)[CH2:15][CH2:14]2)=[CH:6][CH:5]=1.C(N(CC)CC)C.[C:35](OC(=O)C)(=[O:37])[CH3:36], predict the reaction product. The product is: [C:35]([NH:3][C:4]1[CH:9]=[CH:8][C:7]([NH:10][C:11](=[O:27])[CH2:12][N:13]2[CH2:14][CH2:15][CH:16]([CH2:19][C:20]3[CH:21]=[CH:22][C:23]([F:26])=[CH:24][CH:25]=3)[CH2:17][CH2:18]2)=[CH:6][CH:5]=1)(=[O:37])[CH3:36]. (2) Given the reactants [C:1]([NH:4][S:5]([C:8]1[CH:13]=[CH:12][C:11]([N:14]2[C:22]3[C:21]4[CH:23]=[C:24]([NH:27][C:28](=[O:36])[C:29]5[CH:34]=[CH:33][CH:32]=[CH:31][C:30]=5[Cl:35])[CH:25]=[CH:26][C:20]=4[CH2:19][CH2:18][C:17]=3[C:16]([C:37]([NH2:39])=[O:38])=[N:15]2)=[CH:10][CH:9]=1)(=[O:7])=[O:6])(=[O:3])[CH3:2].I[CH3:41], predict the reaction product. The product is: [Cl:35][C:30]1[CH:31]=[CH:32][CH:33]=[CH:34][C:29]=1[C:28]([NH:27][C:24]1[CH:25]=[CH:26][C:20]2[CH2:19][CH2:18][C:17]3[C:16]([C:37]([NH2:39])=[O:38])=[N:15][N:14]([C:11]4[CH:10]=[CH:9][C:8]([S:5]([NH:4][CH3:1])(=[O:6])=[O:7])=[CH:13][CH:12]=4)[C:22]=3[C:21]=2[CH:23]=1)=[O:36].[C:1]([N:4]([CH3:41])[S:5]([C:8]1[CH:9]=[CH:10][C:11]([N:14]2[C:22]3[C:21]4[CH:23]=[C:24]([NH:27][C:28](=[O:36])[C:29]5[CH:34]=[CH:33][CH:32]=[CH:31][C:30]=5[Cl:35])[CH:25]=[CH:26][C:20]=4[CH2:19][CH2:18][C:17]=3[C:16]([C:37]([NH2:39])=[O:38])=[N:15]2)=[CH:12][CH:13]=1)(=[O:7])=[O:6])(=[O:3])[CH3:2].